Predict the reaction yield, written as a fraction of the theoretical maximum amount of product (1.0 means a 100% yield; for example, 0.34 means a 34% yield). From a dataset of Reaction yield outcomes from USPTO patents with 853,638 reactions. The reactants are I[CH2:2][CH3:3].[Br:4][C:5]1[CH:6]=[C:7]([SH:11])[CH:8]=[CH:9][CH:10]=1.C(#N)C.C(=O)([O-])[O-].[K+].[K+]. The catalyst is C(OCC)(=O)C. The product is [Br:4][C:5]1[CH:10]=[CH:9][CH:8]=[C:7]([S:11][CH2:2][CH3:3])[CH:6]=1. The yield is 1.00.